From a dataset of Forward reaction prediction with 1.9M reactions from USPTO patents (1976-2016). Predict the product of the given reaction. (1) Given the reactants FC(F)(F)C(O)=O.[NH2:8][CH:9]1[C:17]2[C:12](=[CH:13][CH:14]=[CH:15][CH:16]=2)[CH2:11][CH:10]1[NH:18][C:19]([C:21]1[NH:22][C:23]2[C:28]([CH:29]=1)=[CH:27][C:26]([Cl:30])=[CH:25][CH:24]=2)=[O:20].[CH3:31][CH2:32][N:33](C(C)C)C(C)C.BrCC#N.CCOC(C)=O, predict the reaction product. The product is: [Cl:30][C:26]1[CH:27]=[C:28]2[C:23](=[CH:24][CH:25]=1)[NH:22][C:21]([C:19]([NH:18][CH:10]1[CH2:11][C:12]3[C:17](=[CH:16][CH:15]=[CH:14][CH:13]=3)[CH:9]1[NH:8][CH2:31][C:32]#[N:33])=[O:20])=[CH:29]2. (2) Given the reactants [H-].[Na+].Cl.[NH2:4][C:5]([NH2:7])=[NH:6].[C:8]([O:12][C:13](=[O:39])[CH2:14][N:15]([S:24]([C:27]1[CH:36]=[C:35]2[C:30]([C:31]([Cl:38])=[CH:32][N:33]=[C:34]2Cl)=[CH:29][CH:28]=1)(=[O:26])=[O:25])[CH2:16][C:17]1[CH:22]=[CH:21][CH:20]=[C:19]([Cl:23])[CH:18]=1)([CH3:11])([CH3:10])[CH3:9], predict the reaction product. The product is: [ClH:23].[C:8]([O:12][C:13](=[O:39])[CH2:14][N:15]([S:24]([C:27]1[CH:36]=[C:35]2[C:30]([C:31]([Cl:38])=[CH:32][N:33]=[C:34]2[NH:6][C:5]([NH2:7])=[NH:4])=[CH:29][CH:28]=1)(=[O:25])=[O:26])[CH2:16][C:17]1[CH:22]=[CH:21][CH:20]=[C:19]([Cl:23])[CH:18]=1)([CH3:11])([CH3:9])[CH3:10].